Dataset: Catalyst prediction with 721,799 reactions and 888 catalyst types from USPTO. Task: Predict which catalyst facilitates the given reaction. (1) Reactant: Br[C:2]1[C:3]([C:12]#[N:13])=[N:4][CH:5]=[C:6]([NH:8][CH2:9][CH2:10][OH:11])[N:7]=1.[F:14][C:15]1[CH:20]=[CH:19][C:18]([N:21]2[CH2:26][CH2:25][NH:24][CH2:23][CH2:22]2)=[CH:17][CH:16]=1.C(=O)([O-])[O-].[K+].[K+]. Product: [F:14][C:15]1[CH:16]=[CH:17][C:18]([N:21]2[CH2:26][CH2:25][N:24]([C:2]3[C:3]([C:12]#[N:13])=[N:4][CH:5]=[C:6]([NH:8][CH2:9][CH2:10][OH:11])[N:7]=3)[CH2:23][CH2:22]2)=[CH:19][CH:20]=1. The catalyst class is: 9. (2) Reactant: C(=O)([O-])[O-].[K+].[K+].F[C:8]1[CH:20]=[CH:19][C:11]2[C:12](=[O:18])[N:13]([CH3:17])[CH2:14][CH2:15][O:16][C:10]=2[C:9]=1[F:21].[Si]([O:29][CH2:30][C@H:31]([CH3:49])[O:32][C:33]1[CH:34]=[C:35]([CH:45]=[C:46]([OH:48])[CH:47]=1)[C:36]([NH:38][C:39]1[CH:43]=[CH:42][N:41]([CH3:44])[N:40]=1)=[O:37])(C(C)(C)C)(C)C. Product: [F:21][C:9]1[C:10]2[O:16][CH:15]([CH3:14])[N:13]([CH3:17])[C:12](=[O:18])[C:11]=2[CH:19]=[CH:20][C:8]=1[O:48][C:46]1[CH:45]=[C:35]([CH:34]=[C:33]([O:32][C@@H:31]([CH3:49])[CH2:30][OH:29])[CH:47]=1)[C:36]([NH:38][C:39]1[CH:43]=[CH:42][N:41]([CH3:44])[N:40]=1)=[O:37]. The catalyst class is: 60. (3) Reactant: [CH2:1]=[C:2]1[CH:8]2[CH2:9][CH:5]([CH2:6][CH2:7]2)[C:4](=[O:10])[O:3]1.C(N(CC)CC)C.CC(C)(O)C#N.[CH3:24][S:25]([C:28]1[CH:36]=[CH:35][C:31]([C:32](Cl)=[O:33])=[C:30]([N+:37]([O-:39])=[O:38])[CH:29]=1)(=[O:27])=[O:26]. Product: [OH:3][C:2]1[CH:8]2[CH2:9][CH:5]([CH2:6][CH2:7]2)[C:4](=[O:10])[C:1]=1[C:32](=[O:33])[C:31]1[CH:35]=[CH:36][C:28]([S:25]([CH3:24])(=[O:27])=[O:26])=[CH:29][C:30]=1[N+:37]([O-:39])=[O:38]. The catalyst class is: 115. (4) Reactant: [NH2:1][C:2]([NH2:4])=[S:3].C([O:8][CH2:9][CH2:10][CH:11](Cl)[C:12](=O)[CH3:13])(=O)C. Product: [NH2:1][C:2]1[S:3][C:11]([CH2:10][CH2:9][OH:8])=[C:12]([CH3:13])[N:4]=1. The catalyst class is: 11.